This data is from Full USPTO retrosynthesis dataset with 1.9M reactions from patents (1976-2016). The task is: Predict the reactants needed to synthesize the given product. (1) Given the product [Cl:8][C:6]1[C:5]([C:9]#[N:10])=[CH:4][N:3]=[C:2]([NH:11][C@H:12]2[CH2:17][CH2:16][CH2:15][C@@H:14]([C:18]([O:20][CH2:21][CH3:22])=[O:19])[CH2:13]2)[N:7]=1, predict the reactants needed to synthesize it. The reactants are: Cl[C:2]1[N:7]=[C:6]([Cl:8])[C:5]([C:9]#[N:10])=[CH:4][N:3]=1.[NH2:11][C@H:12]1[CH2:17][CH2:16][CH2:15][C@@H:14]([C:18]([O:20][CH2:21][CH3:22])=[O:19])[CH2:13]1.C(N(CC)C(C)C)(C)C. (2) Given the product [CH2:2]([OH:1])[CH:3]([OH:4])[CH3:5].[CH2:26]([OH:30])[CH:27]([OH:29])[CH3:28].[CH3:31][C:32]([CH2:34][OH:35])=[O:33].[O:1]=[CH:2][C@@H:3]([C@H:5]([C@@H:7]([C@@H:9]([CH2:11][OH:12])[OH:10])[OH:8])[OH:6])[OH:4], predict the reactants needed to synthesize it. The reactants are: [O:1]=[CH:2][C@@H:3]([C@H:5]([C@@H:7]([C@@H:9]([CH2:11][OH:12])[OH:10])[OH:8])[OH:6])[OH:4].C1N(CCCS(O)(=O)=O)CCOC1.[CH2:26]([OH:30])[CH:27]([OH:29])[CH3:28].[CH3:31][C:32]([CH2:34][OH:35])=[O:33]. (3) Given the product [I:1][C:5]1[CH:13]=[CH:12][C:8]([C:9]([OH:11])=[O:10])=[CH:7][N:6]=1, predict the reactants needed to synthesize it. The reactants are: [I-:1].[Na+].I.Cl[C:5]1[CH:13]=[CH:12][C:8]([C:9]([OH:11])=[O:10])=[CH:7][N:6]=1. (4) Given the product [CH2:1]([O:8][C:9]([N:11]1[CH2:15][C@@H:14]([NH:16][C:39]([C:30]2[CH:31]=[CH:32][C:33]3[C:38](=[CH:37][CH:36]=[CH:35][CH:34]=3)[C:29]=2[OH:28])=[O:40])[CH2:13][C@H:12]1[C:17]1[O:18][C:19]([C:22]2[CH:27]=[CH:26][CH:25]=[CH:24][CH:23]=2)=[CH:20][N:21]=1)=[O:10])[C:2]1[CH:3]=[CH:4][CH:5]=[CH:6][CH:7]=1, predict the reactants needed to synthesize it. The reactants are: [CH2:1]([O:8][C:9]([N:11]1[CH2:15][C@@H:14]([NH2:16])[CH2:13][C@H:12]1[C:17]1[O:18][C:19]([C:22]2[CH:27]=[CH:26][CH:25]=[CH:24][CH:23]=2)=[CH:20][N:21]=1)=[O:10])[C:2]1[CH:7]=[CH:6][CH:5]=[CH:4][CH:3]=1.[OH:28][C:29]1[C:38]2[C:33](=[CH:34][CH:35]=[CH:36][CH:37]=2)[CH:32]=[CH:31][C:30]=1[C:39](O)=[O:40]. (5) Given the product [CH3:20][C:21]1[CH:26]=[C:25]([CH3:27])[CH:24]=[CH:23][C:22]=1[N:28]1[CH2:29][CH2:30][N:31]([C:13]([C:12]2[CH:11]=[CH:10][C:9]([N:6]3[CH2:7][CH2:8][NH:4][C:5]3=[O:19])=[CH:18][CH:17]=2)=[O:15])[CH2:32][CH2:33]1, predict the reactants needed to synthesize it. The reactants are: C([N:4]1[CH2:8][CH2:7][N:6]([C:9]2[CH:18]=[CH:17][C:12]([C:13]([O:15]C)=O)=[CH:11][CH:10]=2)[C:5]1=[O:19])(=O)C.[CH3:20][C:21]1[CH:26]=[C:25]([CH3:27])[CH:24]=[CH:23][C:22]=1[N:28]1[CH2:33][CH2:32][NH:31][CH2:30][CH2:29]1. (6) Given the product [Br:10][C:7]1[CH:8]=[CH:9][C:4]([C:2]([Cl:12])=[CH2:1])=[CH:5][CH:6]=1, predict the reactants needed to synthesize it. The reactants are: [CH3:1][C:2]([C:4]1[CH:9]=[CH:8][C:7]([Br:10])=[CH:6][CH:5]=1)=O.P(Cl)(Cl)(Cl)(Cl)[Cl:12]. (7) Given the product [F:15][C:2]([F:1])([F:14])[CH:3]([O:4][S:16]([C:19]1[C:31]2[C:23](=[C:24]([N:25]([CH3:27])[CH3:26])[CH:28]=[CH:29][CH:30]=2)[CH:22]=[CH:21][CH:20]=1)(=[O:18])=[O:17])[C:5]1[CH:6]=[CH:7][C:8]([S:11][S:12][CH3:13])=[CH:9][CH:10]=1, predict the reactants needed to synthesize it. The reactants are: [F:1][C:2]([F:15])([F:14])[CH:3]([C:5]1[CH:10]=[CH:9][C:8]([S:11][S:12][CH3:13])=[CH:7][CH:6]=1)[OH:4].[S:16](Cl)([C:19]1[C:31]2[CH:30]=[CH:29][CH:28]=[C:24]([N:25]([CH3:27])[CH3:26])[C:23]=2[CH:22]=[CH:21][CH:20]=1)(=[O:18])=[O:17].C1N2CCN(CC2)C1.O. (8) Given the product [Cl:1][C:2]1[CH:7]=[CH:6][C:44]([CH3:43])=[C:35]2[C:3]=1[NH:9][C:26]1[CH2:27][CH2:28][CH2:29][CH2:30][C:25]2=1, predict the reactants needed to synthesize it. The reactants are: [Cl:1][C:2]1[CH:7]=[CH:6]C(C)=C[C:3]=1[NH:9]N=C(C1C=CC=CC=1)C1C=CC=CC=1.O.[C:25]1([CH3:35])[CH:30]=[CH:29][C:28](S(O)(=O)=O)=[CH:27][CH:26]=1.C1(=O)CCCCC1.[CH3:43][CH2:44]O. (9) Given the product [CH2:8]([O:6][CH2:5][CH2:4][CH2:3][CH2:2][CH2:1][OH:7])[C:9]1[CH:14]=[CH:13][CH:12]=[CH:11][CH:10]=1, predict the reactants needed to synthesize it. The reactants are: [CH2:1]([OH:7])[CH2:2][CH2:3][CH2:4][CH2:5][OH:6].[CH2:8](Br)[C:9]1[CH:14]=[CH:13][CH:12]=[CH:11][CH:10]=1.[Al].